This data is from Forward reaction prediction with 1.9M reactions from USPTO patents (1976-2016). The task is: Predict the product of the given reaction. Given the reactants [C:1]([O:5][C:6]([N:8]1[CH2:12][CH2:11][CH:10]([CH2:13][NH2:14])[CH2:9]1)=[O:7])([CH3:4])([CH3:3])[CH3:2].Cl[C:16]1[O:17][C:18]2[CH:24]=[C:23]([Cl:25])[CH:22]=[CH:21][C:19]=2[N:20]=1.CCN(CC)CC, predict the reaction product. The product is: [C:1]([O:5][C:6]([N:8]1[CH2:12][CH2:11][CH:10]([CH2:13][NH:14][C:16]2[O:17][C:18]3[CH:24]=[C:23]([Cl:25])[CH:22]=[CH:21][C:19]=3[N:20]=2)[CH2:9]1)=[O:7])([CH3:4])([CH3:3])[CH3:2].